This data is from Reaction yield outcomes from USPTO patents with 853,638 reactions. The task is: Predict the reaction yield, written as a fraction of the theoretical maximum amount of product (1.0 means a 100% yield; for example, 0.34 means a 34% yield). (1) The reactants are F[C:2](F)(F)[C:3](O)=[O:4].[NH2:8][C@@H:9]1[C:15](=[O:16])[NH:14][C:13]2[CH:17]=[CH:18][C:19]([C:21]3[CH:26]=[CH:25][C:24]([C:27]([F:30])([F:29])[F:28])=[CH:23][CH:22]=3)=[CH:20][C:12]=2[O:11][CH2:10]1.C(N(CC)C(C)C)(C)C.C(Cl)(=O)C. The catalyst is C(Cl)Cl. The product is [O:16]=[C:15]1[NH:14][C:13]2[CH:17]=[CH:18][C:19]([C:21]3[CH:22]=[CH:23][C:24]([C:27]([F:30])([F:29])[F:28])=[CH:25][CH:26]=3)=[CH:20][C:12]=2[O:11][CH2:10][C@@H:9]1[NH:8][C:3](=[O:4])[CH3:2]. The yield is 0.450. (2) The reactants are C([O:8][N:9]([CH2:12][CH2:13][CH2:14][CH2:15][CH2:16][CH2:17][N:18]1[C:24](=[O:25])[C:23]2[CH2:26][CH2:27][CH:28]=[CH:29][C:22]=2[O:21][C:20]2[CH:30]=[CH:31][CH:32]=[CH:33][C:19]1=2)[CH:10]=[O:11])C1C=CC=CC=1.[H][H]. The catalyst is CO.[Pd]. The product is [OH:8][N:9]([CH2:12][CH2:13][CH2:14][CH2:15][CH2:16][CH2:17][N:18]1[C:24](=[O:25])[C:23]2[CH:26]=[CH:27][CH:28]=[CH:29][C:22]=2[O:21][C:20]2[CH:30]=[CH:31][CH:32]=[CH:33][C:19]1=2)[CH:10]=[O:11]. The yield is 0.0600. (3) The reactants are [CH:1]1([CH2:4][O:5][C:6]2[CH:11]=[CH:10][CH:9]=[C:8]([OH:12])[C:7]=2[C:13](=[O:15])[CH3:14])[CH2:3][CH2:2]1.C(=O)([O-])[O-].[K+].[K+].[CH3:22][O:23][C:24]1[CH:31]=[CH:30][C:27]([CH2:28]Cl)=[CH:26][CH:25]=1. The catalyst is CC(C)=O.[I-].C([N+](CCCC)(CCCC)CCCC)CCC. The product is [CH:1]1([CH2:4][O:5][C:6]2[CH:11]=[CH:10][CH:9]=[C:8]([O:12][CH2:28][C:27]3[CH:30]=[CH:31][C:24]([O:23][CH3:22])=[CH:25][CH:26]=3)[C:7]=2[C:13](=[O:15])[CH3:14])[CH2:2][CH2:3]1. The yield is 0.890. (4) The reactants are [CH:1]1([C:7]2[C:15]3[C:10](=[CH:11][C:12]([C:16]([OH:18])=[O:17])=[CH:13][CH:14]=3)[N:9]([CH2:19][C:20]([N:22]3[CH2:27][CH2:26][O:25][CH2:24][CH2:23]3)=[O:21])[C:8]=2[C:28]2[CH:33]=[CH:32][C:31]([C:34]3[CH:39]=[CH:38][C:37](N(C)C)=[CH:36][CH:35]=3)=[CH:30][CH:29]=2)[CH2:6][CH2:5][CH2:4][CH2:3][CH2:2]1.[CH3:43]OC(C1C=C2C(C(C3CCCCC3)=C(C3C=CC(OS(C(F)(F)F)(=O)=O)=CC=3)N2CC(N2CCOCC2)=O)=CC=1)=O.CC1C=CC(B(O)O)=CC=1. No catalyst specified. The product is [CH:1]1([C:7]2[C:15]3[C:10](=[CH:11][C:12]([C:16]([OH:18])=[O:17])=[CH:13][CH:14]=3)[N:9]([CH2:19][C:20]([N:22]3[CH2:23][CH2:24][O:25][CH2:26][CH2:27]3)=[O:21])[C:8]=2[C:28]2[CH:29]=[CH:30][C:31]([C:34]3[CH:35]=[CH:36][C:37]([CH3:43])=[CH:38][CH:39]=3)=[CH:32][CH:33]=2)[CH2:2][CH2:3][CH2:4][CH2:5][CH2:6]1. The yield is 0.0800. (5) The reactants are [Cl:1][C:2]1[N:7]=[CH:6][C:5]([CH2:8][OH:9])=[CH:4][N:3]=1.[CH3:10]I.[H-].[Na+]. The catalyst is CN(C=O)C. The product is [Cl:1][C:2]1[N:7]=[CH:6][C:5]([CH2:8][O:9][CH3:10])=[CH:4][N:3]=1. The yield is 0.660. (6) The reactants are [Br:1][C:2]1[C:10]2[C:9](=[O:11])[NH:8][N:7]=[CH:6][C:5]=2[S:4][CH:3]=1.C1(P(C2C=CC=CC=2)C2C=CC=CC=2)C=CC=CC=1.N(/C(OCC)=O)=N\C(OCC)=O.[S:43]1[C:51]2[C:46](=[N:47][C:48]([CH2:52][CH2:53]O)=[CH:49][CH:50]=2)[CH:45]=[CH:44]1. The catalyst is C1COCC1. The product is [Br:1][C:2]1[C:10]2[C:9](=[O:11])[N:8]([CH2:53][CH2:52][C:48]3[N:47]=[C:46]4[CH:45]=[CH:44][S:43][C:51]4=[CH:50][CH:49]=3)[N:7]=[CH:6][C:5]=2[S:4][CH:3]=1. The yield is 0.471. (7) The reactants are FCCC[O:5][C:6]1[CH:14]=[C:13]2C(CC3(CCC(=O)CC3)C2=O)=[CH:8][CH:7]=1.[F:22][C:23]([F:38])([F:37])[CH2:24][CH2:25][O:26][C:27]1[CH:35]=[C:34]2[C:30]([CH2:31][CH2:32][C:33]2=[O:36])=[CH:29][CH:28]=1.C(OC)(=O)C=C. No catalyst specified. The product is [F:22][C:23]([F:37])([F:38])[CH2:24][CH2:25][O:26][C:27]1[CH:35]=[C:34]2[C:30]([CH2:31][C:32]3([CH2:13][CH2:14][C:6](=[O:5])[CH2:7][CH2:8]3)[C:33]2=[O:36])=[CH:29][CH:28]=1. The yield is 0.580.